From a dataset of Forward reaction prediction with 1.9M reactions from USPTO patents (1976-2016). Predict the product of the given reaction. (1) Given the reactants [Cl:1][C:2]1[CH:3]=[C:4]([N:11]2[C:20]3[C:15](=[CH:16][C:17]([S:21]([O:24]C4C(F)=C(F)C(F)=C(F)C=4F)(=O)=[O:22])=[CH:18][CH:19]=3)[CH:14]=[CH:13][C:12]2=[O:36])[C:5]([O:9][CH3:10])=[N:6][C:7]=1[Cl:8].[N:37]1[CH:42]=[CH:41][CH:40]=[C:39]([NH2:43])[N:38]=1.CS(C)=O.C[Si]([N-][Si](C)(C)C)(C)C.[Li+], predict the reaction product. The product is: [Cl:1][C:2]1[CH:3]=[C:4]([N:11]2[C:20]3[C:15](=[CH:16][C:17]([S:21]([NH:43][C:39]4[N:38]=[N:37][CH:42]=[CH:41][CH:40]=4)(=[O:22])=[O:24])=[CH:18][CH:19]=3)[CH:14]=[CH:13][C:12]2=[O:36])[C:5]([O:9][CH3:10])=[N:6][C:7]=1[Cl:8]. (2) Given the reactants [CH3:13][C:12]([O:11][C:9](O[C:9]([O:11][C:12]([CH3:15])([CH3:14])[CH3:13])=[O:10])=[O:10])([CH3:15])[CH3:14].[CH:16]12[CH2:21][CH:20]1[CH2:19][NH:18][CH:17]2[C:22]([OH:24])=[O:23].O.C(=O)([O-])[O-].[Na+].[Na+], predict the reaction product. The product is: [C:12]([O:11][C:9]([N:18]1[CH2:19][CH:20]2[CH:16]([CH2:21]2)[CH:17]1[C:22]([OH:24])=[O:23])=[O:10])([CH3:13])([CH3:14])[CH3:15]. (3) Given the reactants [Cl:1][C:2]1[CH:7]=[CH:6][C:5]([SH:8])=[CH:4][CH:3]=1.C(=O)([O-])[O-].[K+].[K+].[Cl:15][C:16]([CH2:18]Cl)=[CH2:17], predict the reaction product. The product is: [Cl:1][C:2]1[CH:7]=[CH:6][C:5]([S:8][CH2:18][C:16]([Cl:15])=[CH2:17])=[CH:4][CH:3]=1. (4) The product is: [CH3:12][O:13][C:14]1[CH:19]=[CH:18][C:17]([C:2]2[C:3]([NH2:4])=[CH:5][CH:6]=[C:7]([CH2:9][CH2:10][CH3:11])[CH:8]=2)=[CH:16][CH:15]=1. Given the reactants I[C:2]1[CH:8]=[C:7]([CH2:9][CH2:10][CH3:11])[CH:6]=[CH:5][C:3]=1[NH2:4].[CH3:12][O:13][C:14]1[CH:19]=[CH:18][C:17](B(O)O)=[CH:16][CH:15]=1.C([O-])([O-])=O.[K+].[K+], predict the reaction product.